Task: Predict the product of the given reaction.. Dataset: Forward reaction prediction with 1.9M reactions from USPTO patents (1976-2016) (1) Given the reactants [CH3:1][O:2][C:3]1[CH:4]=[C:5]([NH2:26])[CH:6]=[CH:7][C:8]=1[C:9]1[O:10][C:11]([C:14]2[C:15]([C:20]3[CH:25]=[CH:24][CH:23]=[CH:22][CH:21]=3)=[N:16][O:17][C:18]=2[CH3:19])=[N:12][N:13]=1.C(N(CC)C(C)C)(C)C.[CH:36]1([C:39](Cl)=[O:40])[CH2:38][CH2:37]1, predict the reaction product. The product is: [CH3:1][O:2][C:3]1[CH:4]=[C:5]([NH:26][C:39]([CH:36]2[CH2:38][CH2:37]2)=[O:40])[CH:6]=[CH:7][C:8]=1[C:9]1[O:10][C:11]([C:14]2[C:15]([C:20]3[CH:21]=[CH:22][CH:23]=[CH:24][CH:25]=3)=[N:16][O:17][C:18]=2[CH3:19])=[N:12][N:13]=1. (2) Given the reactants [OH:1][C:2]1[C:11]2[C:6](=[CH:7][C:8](/[CH:12]=[CH:13]/[CH2:14][O:15][CH3:16])=[CH:9][CH:10]=2)[C:5]([CH3:18])([CH3:17])[C:4](=[O:19])[C:3]=1[C:20]([NH:22][CH2:23][C:24]([O:26][C:27]([CH3:30])([CH3:29])[CH3:28])=[O:25])=[O:21], predict the reaction product. The product is: [OH:1][C:2]1[C:11]2[C:6](=[CH:7][C:8]([CH2:12][CH2:13][CH2:14][O:15][CH3:16])=[CH:9][CH:10]=2)[C:5]([CH3:18])([CH3:17])[C:4](=[O:19])[C:3]=1[C:20]([NH:22][CH2:23][C:24]([O:26][C:27]([CH3:30])([CH3:29])[CH3:28])=[O:25])=[O:21]. (3) Given the reactants [O:1]1[C:8]2[CH:7]=[C:6]([C:9]([O:11][CH3:12])=[O:10])[NH:5][C:4]=2[CH:3]=[CH:2]1.CCCC[N+](CCCC)(CCCC)CCCC.[F-].C1C(=O)N([Br:38])C(=O)C1, predict the reaction product. The product is: [Br:38][C:7]1[C:8]2[O:1][CH:2]=[CH:3][C:4]=2[NH:5][C:6]=1[C:9]([O:11][CH3:12])=[O:10]. (4) Given the reactants Cl[C:2]1[C:7]([N:8](C)[C:9](=O)C(C)(C)C)=[CH:6][CH:5]=[C:4]([C:16]2[S:17][C:18]3[CH:24]=[C:23]([O:25]COCC)[CH:22]=[CH:21][C:19]=3[N:20]=2)[N:3]=1.C(O)(C(F)(F)[F:33])=O, predict the reaction product. The product is: [F:33][C:2]1[N:3]=[C:4]([C:16]2[S:17][C:18]3[CH:24]=[C:23]([OH:25])[CH:22]=[CH:21][C:19]=3[N:20]=2)[CH:5]=[CH:6][C:7]=1[NH:8][CH3:9]. (5) Given the reactants Cl[C:2]1[N:7]=[C:6]([NH:8][C:9]2[CH:10]=[C:11]3[C:15](=[CH:16][CH:17]=2)[NH:14][N:13]=[CH:12]3)[CH:5]=[CH:4][N:3]=1.[CH:18]1([NH:21][C:22](=[O:41])[CH2:23][O:24][C:25]2[CH:30]=[C:29](B3OC(C)(C)C(C)(C)O3)[CH:28]=[CH:27][C:26]=2[F:40])[CH2:20][CH2:19]1.CC([O-])=O.[K+], predict the reaction product. The product is: [NH:14]1[C:15]2[C:11](=[CH:10][C:9]([NH:8][C:6]3[CH:5]=[CH:4][N:3]=[C:2]([C:29]4[CH:28]=[CH:27][C:26]([F:40])=[C:25]([CH:30]=4)[O:24][CH2:23][C:22]([NH:21][CH:18]4[CH2:20][CH2:19]4)=[O:41])[N:7]=3)=[CH:17][CH:16]=2)[CH:12]=[N:13]1. (6) Given the reactants [F:1][C:2]1[CH:7]=[CH:6][C:5]([N:8]2[CH:12]=[CH:11][CH:10]=[C:9]2C=O)=[CH:4][CH:3]=1.FC(F)(F)S(O)(=O)=O.[C:23](=O)([O-])[O-:24].[K+].[K+], predict the reaction product. The product is: [F:1][C:2]1[CH:3]=[CH:4][C:5]([N:8]2[CH:9]=[CH:10][C:11]([CH:23]=[O:24])=[CH:12]2)=[CH:6][CH:7]=1.